From a dataset of Reaction yield outcomes from USPTO patents with 853,638 reactions. Predict the reaction yield, written as a fraction of the theoretical maximum amount of product (1.0 means a 100% yield; for example, 0.34 means a 34% yield). (1) The reactants are O[C:2]1[CH:3]=[N:4][CH:5]=[CH:6][C:7]=1[NH:8][C:9](=[O:19])[C:10]1[CH:15]=[CH:14][C:13]([N+:16]([O-:18])=[O:17])=[CH:12][CH:11]=1.[OH-].[Na+]. The catalyst is O. The product is [N+:16]([C:13]1[CH:12]=[CH:11][C:10]([C:9]2[O:19][C:2]3[CH:3]=[N:4][CH:5]=[CH:6][C:7]=3[N:8]=2)=[CH:15][CH:14]=1)([O-:18])=[O:17]. The yield is 0.730. (2) The reactants are Cl[C:2]1[CH:7]=[C:6]([CH3:8])[C:5]([C:9](=[O:11])[CH3:10])=[C:4]([CH3:12])[CH:3]=1.[O-]P([O-])([O-])=O.[K+].[K+].[K+].[O:21]([C:28]1[CH:33]=[CH:32][C:31]([OH:34])=[CH:30][CH:29]=1)[C:22]1[CH:27]=[CH:26][CH:25]=[CH:24][CH:23]=1. The catalyst is C1(C)C=CC=CC=1.CC([O-])=O.CC([O-])=O.[Pd+2].C(P(C(C)(C)C)C1C=CC=CC=1C1C(C(C)C)=CC(C(C)C)=CC=1C(C)C)(C)(C)C. The product is [CH3:8][C:6]1[CH:7]=[C:2]([O:34][C:31]2[CH:30]=[CH:29][C:28]([O:21][C:22]3[CH:27]=[CH:26][CH:25]=[CH:24][CH:23]=3)=[CH:33][CH:32]=2)[CH:3]=[C:4]([CH3:12])[C:5]=1[C:9](=[O:11])[CH3:10]. The yield is 0.850. (3) The reactants are [Br:1][C:2]1[CH:3]=[C:4]2[C:8](=[CH:9][CH:10]=1)[NH:7][CH:6]=[CH:5]2.[BH3-]C#N.[Na+]. The catalyst is C(O)(=O)C.O. The product is [Br:1][C:2]1[CH:3]=[C:4]2[C:8](=[CH:9][CH:10]=1)[NH:7][CH2:6][CH2:5]2. The yield is 0.710. (4) The reactants are [CH2:1]([O:3][C:4](=[O:29])[CH2:5][CH2:6][CH2:7][O:8][C:9]1[CH:14]=[CH:13][CH:12]=[C:11]([CH2:15][CH2:16][CH2:17][CH2:18][CH2:19][CH2:20]O)[C:10]=1[CH2:22][CH2:23][C:24]([O:26][CH2:27][CH3:28])=[O:25])[CH3:2].C(Br)(Br)(Br)[Br:31].C1(P(C2C=CC=CC=2)C2C=CC=CC=2)C=CC=CC=1. The catalyst is ClCCl. The product is [CH2:1]([O:3][C:4](=[O:29])[CH2:5][CH2:6][CH2:7][O:8][C:9]1[CH:14]=[CH:13][CH:12]=[C:11]([CH2:15][CH2:16][CH2:17][CH2:18][CH2:19][CH2:20][Br:31])[C:10]=1[CH2:22][CH2:23][C:24]([O:26][CH2:27][CH3:28])=[O:25])[CH3:2]. The yield is 0.875. (5) The reactants are [F:1][C:2]1[CH:7]=[CH:6][C:5]([CH:8](C(OC)=O)[C:9]([O:11]C)=[O:10])=[C:4]([N+:17]([O-:19])=[O:18])[CH:3]=1.C(OCC)(=O)C.CCCCCC. The catalyst is Cl. The product is [F:1][C:2]1[CH:7]=[CH:6][C:5]([CH2:8][C:9]([OH:11])=[O:10])=[C:4]([N+:17]([O-:19])=[O:18])[CH:3]=1. The yield is 0.870. (6) The reactants are [CH:1](NC(C)C)(C)[CH3:2].C([Li])CCC.[CH2:13]([C@@H:15]1[C@@H:20]([C:21](=[O:23])[CH3:22])[C@@H:19]([CH3:24])[CH:18]=[CH:17][CH2:16]1)[CH3:14].C(=O)C.Cl. The catalyst is O1CCCC1. The product is [CH2:13]([C@@H:15]1[C@@H:20]([C:21](=[O:23])/[CH:22]=[CH:1]/[CH3:2])[C@@H:19]([CH3:24])[CH:18]=[CH:17][CH2:16]1)[CH3:14]. The yield is 0.560. (7) The reactants are [F:1][C:2]1[C:7]([C:8]2[N:12](S(C3C=CC=CC=3)(=O)=O)[CH:11]=[C:10]([CH:22]=[O:23])[CH:9]=2)=[CH:6][CH:5]=[CH:4][N:3]=1.[OH-].[Na+]. The catalyst is CO.O1CCCC1.[Cl-].[Na+].O. The product is [F:1][C:2]1[C:7]([C:8]2[NH:12][CH:11]=[C:10]([CH:22]=[O:23])[CH:9]=2)=[CH:6][CH:5]=[CH:4][N:3]=1. The yield is 0.790. (8) The reactants are [CH2:1]([O:8][C:9]1[CH:10]=[C:11]2[C:16](=[CH:17][CH:18]=1)[C:15](=[O:19])[N:14]([CH2:20][CH:21]([CH3:23])[CH3:22])[C:13]([CH2:24]O)=[C:12]2[C:26]1[CH:31]=[CH:30][C:29]([CH3:32])=[CH:28][CH:27]=1)[C:2]1[CH:7]=[CH:6][CH:5]=[CH:4][CH:3]=1.S(Cl)([Cl:35])=O.C(=O)([O-])O.[Na+]. The catalyst is C1(C)C=CC=CC=1. The product is [CH2:1]([O:8][C:9]1[CH:10]=[C:11]2[C:16](=[CH:17][CH:18]=1)[C:15](=[O:19])[N:14]([CH2:20][CH:21]([CH3:23])[CH3:22])[C:13]([CH2:24][Cl:35])=[C:12]2[C:26]1[CH:31]=[CH:30][C:29]([CH3:32])=[CH:28][CH:27]=1)[C:2]1[CH:7]=[CH:6][CH:5]=[CH:4][CH:3]=1. The yield is 0.955. (9) The reactants are [C:1](/[CH:3]=[CH:4]/[S:5]([C:8]1[CH:13]=[CH:12][C:11]([C:14]([CH3:19])([CH3:18])[C:15]([OH:17])=O)=[CH:10][CH:9]=1)(=[O:7])=[O:6])#[N:2].[CH2:20]([NH2:23])[C:21]#[CH:22].Cl.CN(C)CCCN=C=NCC.ON1C2C=CC=CC=2N=N1. The catalyst is C(Cl)Cl.CS(C)=O. The product is [C:1](/[CH:3]=[CH:4]/[S:5]([C:8]1[CH:9]=[CH:10][C:11]([C:14]([CH3:19])([CH3:18])[C:15]([NH:23][CH2:20][C:21]#[CH:22])=[O:17])=[CH:12][CH:13]=1)(=[O:6])=[O:7])#[N:2]. The yield is 0.400.